From a dataset of Full USPTO retrosynthesis dataset with 1.9M reactions from patents (1976-2016). Predict the reactants needed to synthesize the given product. (1) Given the product [C:39]([O:43][C@@H:44]([C:47]1[C:48]([C:61]2[CH:66]=[CH:65][C:64]([Cl:67])=[CH:63][CH:62]=2)=[C:49]2[C:54](=[CH:55][C:56]=1[CH3:57])[N:53]1[CH:58]=[N:59][N:60]=[C:52]1[CH:51]=[CH:50]2)[C:45]([OH:6])=[O:46])([CH3:42])([CH3:40])[CH3:41], predict the reactants needed to synthesize it. The reactants are: C(OC[C@@H](OC(C)(C)C)C1C(C2C=CC(Cl)=CC=2)=C2C(=CC=1C)N=C(N1CCOCC1)C=C2)(=[O:6])C(C)(C)C.[C:39]([O:43][C@@H:44]([C:47]1[C:48]([C:61]2[CH:66]=[CH:65][C:64]([Cl:67])=[CH:63][CH:62]=2)=[C:49]2[C:54](=[CH:55][C:56]=1[CH3:57])[N:53]1[CH:58]=[N:59][N:60]=[C:52]1[CH:51]=[CH:50]2)[CH2:45][OH:46])([CH3:42])([CH3:41])[CH3:40].C(O[C@@H](C1C(C2C=CC(Cl)=CC=2)=C2C(=CC=1C)N=C(N1CCOCC1)C=C2)CO)(C)(C)C. (2) Given the product [Br:1][CH2:2][C:3]1[CH:4]=[C:5]([CH:8]=[C:9]([F:12])[CH:10]=1)[C:6]#[N:7], predict the reactants needed to synthesize it. The reactants are: [Br:1][CH2:2][C:3]1[CH:4]=[C:5]([CH:8]=[CH:9][C:10]=1Cl)[C:6]#[N:7].[F:12]C1C=C(C=C(CO)C=1)C#N.ClC1C=CC(C#N)=CC=1CO. (3) Given the product [C:1]([O:5][C:6]([N:8]1[CH2:12][C@H:11]([CH:13]=[O:14])[C@@H:10]([CH2:15][C:16]2[CH:17]=[CH:18][CH:19]=[CH:20][CH:21]=2)[CH2:9]1)=[O:7])([CH3:4])([CH3:2])[CH3:3], predict the reactants needed to synthesize it. The reactants are: [C:1]([O:5][C:6]([N:8]1[CH2:12][C@H:11]([CH2:13][OH:14])[C@@H:10]([CH2:15][C:16]2[CH:21]=[CH:20][CH:19]=[CH:18][CH:17]=2)[CH2:9]1)=[O:7])([CH3:4])([CH3:3])[CH3:2].CC1(C)N([O])C(C)(C)CCC1.[K+].[Br-].[O-]Cl.[Na+]. (4) Given the product [Br:19][C:9]1[C:10]2[C:11](=[CH:12][N:13]=[C:14]([C:16](=[O:18])[CH3:17])[CH:15]=2)[S:7][CH:8]=1, predict the reactants needed to synthesize it. The reactants are: C(=O)(O)[O-].[Na+].O.[S:7]1[C:11]2=[CH:12][N:13]=[C:14]([C:16](=[O:18])[CH3:17])[CH:15]=[C:10]2[CH:9]=[CH:8]1.[Br:19]Br. (5) Given the product [Cl:1][C:2]1[C:11]([CH2:12][OH:13])=[CH:10][C:9]2[C:4](=[CH:5][CH:6]=[CH:7][C:8]=2[F:17])[N:3]=1, predict the reactants needed to synthesize it. The reactants are: [Cl:1][C:2]1[C:11]([C:12](OCC)=[O:13])=[CH:10][C:9]2[C:4](=[CH:5][CH:6]=[CH:7][C:8]=2[F:17])[N:3]=1.[H-].C([Al+]CC(C)C)C(C)C.[Na].C(C(C(C([O-])=O)O)O)([O-])=O.[K+].[K+]. (6) Given the product [CH3:1][C:2]1[N:7]=[C:6]([C:8]([OH:16])=[O:9])[C:5]([C:10]2[O:14][N:13]=[C:12]([CH3:15])[N:11]=2)=[CH:4][CH:3]=1, predict the reactants needed to synthesize it. The reactants are: [CH3:1][C:2]1[N:7]=[C:6]([CH:8]=[O:9])[C:5]([C:10]2[O:14][N:13]=[C:12]([CH3:15])[N:11]=2)=[CH:4][CH:3]=1.[O-:16]Cl=O.[Na+].